Dataset: Peptide-MHC class I binding affinity with 185,985 pairs from IEDB/IMGT. Task: Regression. Given a peptide amino acid sequence and an MHC pseudo amino acid sequence, predict their binding affinity value. This is MHC class I binding data. (1) The peptide sequence is RHIAIQVCY. The MHC is HLA-B58:01 with pseudo-sequence HLA-B58:01. The binding affinity (normalized) is 0.0847. (2) The peptide sequence is TLLESFLFY. The MHC is HLA-A30:01 with pseudo-sequence HLA-A30:01. The binding affinity (normalized) is 0.435. (3) The peptide sequence is MTAGIFLFF. The MHC is HLA-B58:01 with pseudo-sequence HLA-B58:01. The binding affinity (normalized) is 0.791. (4) The peptide sequence is PYLFWLAAI. The MHC is HLA-A03:01 with pseudo-sequence HLA-A03:01. The binding affinity (normalized) is 0.0294. (5) The peptide sequence is QQLYTSPSF. The MHC is HLA-A31:01 with pseudo-sequence HLA-A31:01. The binding affinity (normalized) is 0.0847. (6) The peptide sequence is GMHDGTVGK. The MHC is HLA-B27:03 with pseudo-sequence HLA-B27:03. The binding affinity (normalized) is 0.0847. (7) The peptide sequence is FVLMHPDFCK. The MHC is HLA-A31:01 with pseudo-sequence HLA-A31:01. The binding affinity (normalized) is 0.441.